From a dataset of Reaction yield outcomes from USPTO patents with 853,638 reactions. Predict the reaction yield, written as a fraction of the theoretical maximum amount of product (1.0 means a 100% yield; for example, 0.34 means a 34% yield). (1) The reactants are [F:1][C:2]1[CH:3]=[C:4]2[C:10]3([CH2:15][CH2:14][CH2:13][N:12]([C:16]([O:18][C:19]([CH3:22])([CH3:21])[CH3:20])=[O:17])[CH2:11]3)[C:9](=O)[NH:8][C:5]2=[CH:6][CH:7]=1.COCCO[Al]OCCOC.[Na]. The yield is 0.240. The catalyst is C1(C)C=CC=CC=1. The product is [F:1][C:2]1[CH:3]=[C:4]2[C:10]3([CH2:15][CH2:14][CH2:13][N:12]([C:16]([O:18][C:19]([CH3:22])([CH3:21])[CH3:20])=[O:17])[CH2:11]3)[CH2:9][NH:8][C:5]2=[CH:6][CH:7]=1. (2) The reactants are [F-].C([N+](CCCC)(CCCC)CCCC)CCC.[Cl:19][C:20]1[CH:42]=[C:41]([C:43]([NH:45][CH2:46][C:47]2[CH:52]=[CH:51][CH:50]=[C:49]([O:53][Si](C(C)(C)C)(C)C)[CH:48]=2)=[O:44])[CH:40]=[C:39]([CH3:61])[C:21]=1[C:22]([NH:24][C@H:25]([C:35]([O:37][CH3:38])=[O:36])[CH2:26][NH:27][C:28]([O:30][C:31]([CH3:34])([CH3:33])[CH3:32])=[O:29])=[O:23]. The catalyst is O1CCCC1.C(OCC)(=O)C. The product is [Cl:19][C:20]1[CH:42]=[C:41]([C:43]([NH:45][CH2:46][C:47]2[CH:52]=[CH:51][CH:50]=[C:49]([OH:53])[CH:48]=2)=[O:44])[CH:40]=[C:39]([CH3:61])[C:21]=1[C:22]([NH:24][C@H:25]([C:35]([O:37][CH3:38])=[O:36])[CH2:26][NH:27][C:28]([O:30][C:31]([CH3:32])([CH3:34])[CH3:33])=[O:29])=[O:23]. The yield is 0.970. (3) The reactants are Cl.N1C=CC=CC=1.C[O:9][C:10]1[CH:11]=[C:12]([C:16]2[O:17][C:18]3[CH:24]=[CH:23][C:22]([C:25]#[N:26])=[CH:21][C:19]=3[CH:20]=2)[CH:13]=[CH:14][CH:15]=1. The catalyst is O.Cl. The product is [OH:9][C:10]1[CH:11]=[C:12]([C:16]2[O:17][C:18]3[CH:24]=[CH:23][C:22]([C:25]#[N:26])=[CH:21][C:19]=3[CH:20]=2)[CH:13]=[CH:14][CH:15]=1. The yield is 0.690. (4) The reactants are Br.F[C:3]1[CH:18]=[C:17]([C:19]([F:22])([F:21])[F:20])[CH:16]=[CH:15][C:4]=1[C:5]([NH:7][C:8]1[CH:13]=[CH:12][NH:11][C:10](=[O:14])[CH:9]=1)=[O:6].C(=O)([O-])[O-].[K+].[K+].[F:29][C:30]1[CH:35]=[CH:34][C:33]([OH:36])=[C:32]([CH3:37])[CH:31]=1.CC1CCCO1. The catalyst is CN1C(=O)CCC1.O. The product is [F:29][C:30]1[CH:35]=[CH:34][C:33]([O:36][C:3]2[CH:18]=[C:17]([C:19]([F:22])([F:21])[F:20])[CH:16]=[CH:15][C:4]=2[C:5]([NH:7][C:8]2[CH:13]=[CH:12][NH:11][C:10](=[O:14])[CH:9]=2)=[O:6])=[C:32]([CH3:37])[CH:31]=1. The yield is 0.780. (5) The reactants are [F:1][C:2]1[C:3]([O:48]COCC[Si](C)(C)C)=[CH:4][C:5]([CH2:43][C:44]([F:47])([F:46])[F:45])=[C:6]([C:8]2[N:13]=[C:12]([NH:14][CH2:15][C:16]3[C:21]([N:22]([CH3:27])[S:23]([CH3:26])(=[O:25])=[O:24])=[CH:20][CH:19]=[CH:18][N:17]=3)[C:11]3[C:28]([C:39]([NH:41][CH3:42])=[O:40])=[N:29][N:30](COCC[Si](C)(C)C)[C:10]=3[CH:9]=2)[CH:7]=1. The catalyst is C(O)(C(F)(F)F)=O. The product is [F:1][C:2]1[C:3]([OH:48])=[CH:4][C:5]([CH2:43][C:44]([F:45])([F:47])[F:46])=[C:6]([C:8]2[N:13]=[C:12]([NH:14][CH2:15][C:16]3[C:21]([N:22]([CH3:27])[S:23]([CH3:26])(=[O:25])=[O:24])=[CH:20][CH:19]=[CH:18][N:17]=3)[C:11]3[C:28]([C:39]([NH:41][CH3:42])=[O:40])=[N:29][NH:30][C:10]=3[CH:9]=2)[CH:7]=1. The yield is 0.260. (6) The reactants are [CH:1]([NH2:4])([CH3:3])[CH3:2].[CH:5]([N:8]=[C:9]=[O:10])([CH3:7])[CH3:6].[C:11](Cl)(=[O:16])[CH2:12][C:13](Cl)=[O:14]. The catalyst is ClCCl. The product is [CH3:2][CH:1]([N:4]1[C:13](=[O:14])[CH2:12][C:11](=[O:16])[N:8]([CH:5]([CH3:7])[CH3:6])[C:9]1=[O:10])[CH3:3]. The yield is 0.690. (7) The reactants are [F:1][C:2]([F:24])([F:23])[S:3]([O:6][C:7]1[CH:12]=[C:11](I)[C:10](I)=[CH:9][C:8]=1[O:15][S:16]([C:19]([F:22])([F:21])[F:20])(=[O:18])=[O:17])(=[O:5])=[O:4].CCN([CH2:30][CH3:31])CC.[CH2:32]([O:37][CH2:38][C:39]1[CH:44]=[CH:43][CH:42]=[CH:41][CH:40]=1)[CH2:33][CH2:34][C:35]#[CH:36]. The catalyst is C1COCC1.Cl[Pd](Cl)([P](C1C=CC=CC=1)(C1C=CC=CC=1)C1C=CC=CC=1)[P](C1C=CC=CC=1)(C1C=CC=CC=1)C1C=CC=CC=1.[Cu]I. The product is [F:1][C:2]([F:24])([F:23])[S:3]([O:6][C:7]1[CH:12]=[C:11]([C:36]#[C:35][CH2:34][CH2:33][CH2:32][O:37][CH2:38][C:39]2[CH:40]=[CH:41][CH:42]=[CH:43][CH:44]=2)[C:10]([C:36]#[C:35][CH2:34][CH2:33][CH2:32][O:37][CH2:38][C:31]2[CH:30]=[CH:44][CH:39]=[CH:40][CH:41]=2)=[CH:9][C:8]=1[O:15][S:16]([C:19]([F:22])([F:21])[F:20])(=[O:18])=[O:17])(=[O:5])=[O:4]. The yield is 0.790. (8) The reactants are [NH2:1][CH2:2][C:3]1[CH:8]=[CH:7][CH:6]=[CH:5][C:4]=1[OH:9].F[C:11]1[CH:19]=[N:18][CH:17]=[CH:16][C:12]=1[C:13]([OH:15])=[O:14]. No catalyst specified. The product is [OH:9][C:4]1[CH:5]=[CH:6][CH:7]=[CH:8][C:3]=1[CH2:2][NH:1][C:16]1[CH:17]=[N:18][CH:19]=[CH:11][C:12]=1[C:13]([OH:15])=[O:14]. The yield is 0.0200. (9) The reactants are O.[C:2]1(C)[CH:7]=[CH:6]C(S(O)(=O)=O)=[CH:4][CH:3]=1.CC[C:15](=[O:18])CC.C(OC)(OC)OC.[CH3:26][O:27][C:28]1[C:45]([O:46][CH3:47])=[CH:44][C:31]([C:32]([C:34]2[NH:38][N:37]=[N:36][C:35]=2[C:39]([O:41][CH2:42][CH3:43])=[O:40])=[O:33])=[C:30]([N+:48]([O-:50])=[O:49])[CH:29]=1. The catalyst is C(Cl)Cl.C(N(CC)CC)C. The product is [CH3:26][O:27][C:28]1[C:45]([O:46][CH3:47])=[CH:44][C:31]([C:32]([C:34]2[C:35]([C:39]([O:41][CH2:42][CH3:43])=[O:40])=[N:36][N:37]([C:2]([O:18][CH3:15])([CH2:7][CH3:6])[CH2:3][CH3:4])[N:38]=2)=[O:33])=[C:30]([N+:48]([O-:50])=[O:49])[CH:29]=1. The yield is 0.780.